Dataset: Full USPTO retrosynthesis dataset with 1.9M reactions from patents (1976-2016). Task: Predict the reactants needed to synthesize the given product. (1) Given the product [Cl:1][C:2]1[C:7]([C:8]2[CH:9]=[CH:10][CH:11]=[CH:12][CH:13]=2)=[N:6][N:5]=[C:4]2[N:14]([CH:23]=[CH2:24])[N:15]=[C:16]([C:17]3[CH:18]=[CH:19][CH:20]=[CH:21][CH:22]=3)[C:3]=12, predict the reactants needed to synthesize it. The reactants are: [Cl:1][C:2]1[C:7]([C:8]2[CH:13]=[CH:12][CH:11]=[CH:10][CH:9]=2)=[N:6][N:5]=[C:4]2[N:14]([CH2:23][CH2:24]I)[N:15]=[C:16]([C:17]3[CH:22]=[CH:21][CH:20]=[CH:19][CH:18]=3)[C:3]=12.CNCCN(C)C. (2) The reactants are: [F:1][C:2]1[C:7]([F:8])=[CH:6][CH:5]=[CH:4][C:3]=1[C@H:9]1[CH2:14][NH:13][C:12](=S)[C@@H:11]([NH:16][C:17](=[O:23])[O:18][C:19]([CH3:22])([CH3:21])[CH3:20])[CH2:10]1.[NH2:24][CH2:25][CH:26]([OH:32])[C:27]([O:30][CH3:31])([CH3:29])[CH3:28]. Given the product [F:1][C:2]1[C:7]([F:8])=[CH:6][CH:5]=[CH:4][C:3]=1[C@H:9]1[CH2:14][NH:13][C:12](=[N:24][CH2:25][CH:26]([OH:32])[C:27]([O:30][CH3:31])([CH3:29])[CH3:28])[C@@H:11]([NH:16][C:17](=[O:23])[O:18][C:19]([CH3:22])([CH3:21])[CH3:20])[CH2:10]1, predict the reactants needed to synthesize it. (3) Given the product [Cl:1][C:2]1[CH:3]=[CH:4][C:5]([CH2:6][N:7]([CH2:39][CH:40]([CH3:41])[CH3:42])[S:8]([C:11]2[CH:12]=[CH:13][C:14]([O:17][C@@H:18]3[CH2:23][CH2:22][N:21]([S:24]([CH3:27])(=[O:25])=[O:26])[CH2:20][C@H:19]3[OH:28])=[CH:15][CH:16]=2)(=[O:9])=[O:10])=[CH:43][CH:44]=1, predict the reactants needed to synthesize it. The reactants are: [Cl:1][C:2]1[CH:44]=[CH:43][C:5]([CH2:6][N:7]([CH2:39][CH:40]([CH3:42])[CH3:41])[S:8]([C:11]2[CH:16]=[CH:15][C:14]([O:17][C@@H:18]3[CH2:23][CH2:22][N:21]([S:24]([CH3:27])(=[O:26])=[O:25])[CH2:20][C@H:19]3[O:28][Si](C(C)C)(C(C)C)C(C)C)=[CH:13][CH:12]=2)(=[O:10])=[O:9])=[CH:4][CH:3]=1.[F-].C([N+](CCCC)(CCCC)CCCC)CCC.O. (4) Given the product [Cl:9][C:10]1[N:18]=[C:17]2[C:13]([N:14]=[CH:15][N:16]2[CH3:19])=[C:12]([O:8][C:5]2[CH:6]=[CH:7][C:2]([Cl:1])=[CH:3][CH:4]=2)[N:11]=1, predict the reactants needed to synthesize it. The reactants are: [Cl:1][C:2]1[CH:7]=[CH:6][C:5]([OH:8])=[CH:4][CH:3]=1.[Cl:9][C:10]1[N:18]=[C:17]2[C:13]([N:14]=[CH:15][N:16]2[CH3:19])=[C:12](Cl)[N:11]=1. (5) Given the product [ClH:19].[CH3:1][C@H:2]1[NH:3][CH2:4][CH2:5][N:6]([S:8]([CH3:11])(=[O:10])=[O:9])[CH2:7]1, predict the reactants needed to synthesize it. The reactants are: [CH3:1][C@@H:2]1[CH2:7][N:6]([S:8]([CH3:11])(=[O:10])=[O:9])[CH2:5][CH2:4][N:3]1C(OC(C)(C)C)=O.[ClH:19]. (6) Given the product [CH2:26]([O:25][CH2:29][C@@H:3]1[CH2:4][C@H:1]([OH:5])[CH2:2]1)[C:16]1[CH:15]=[CH:17][CH:18]=[CH:24][CH:23]=1, predict the reactants needed to synthesize it. The reactants are: [C:1]1(=[O:5])[CH2:4][CH2:3][CH2:2]1.[CH:15]([BH-]([CH:15]([CH2:17][CH3:18])[CH3:16])[CH:15]([CH2:17][CH3:18])[CH3:16])([CH2:17][CH3:18])[CH3:16].[Li+].CCC[CH2:23][CH3:24].[O:25]1[CH2:29]CC[CH2:26]1.